Dataset: Experimentally validated miRNA-target interactions with 360,000+ pairs, plus equal number of negative samples. Task: Binary Classification. Given a miRNA mature sequence and a target amino acid sequence, predict their likelihood of interaction. (1) The miRNA is mmu-miR-7013-3p with sequence CCACACUUACUGUUGCCUCUUCCU. The protein sequence of the target gene is MGNKQTIFTEEQLDNYQDCTFFNKKDILKLHSRFYELAPNLVPMDYRKSPIVHVPMSLIIQMPELRENPFKERIVAAFSEDGEGNLTFNDFVDMFSVLCESAPRELKANYAFKIYDFNTDNFICKEDLELTLARLTKSELDEEEVVLVCDKVIEEADLDGDGKLGFADFEDMIAKAPDFLSTFHIRI. Result: 0 (no interaction). (2) The miRNA is hsa-miR-484 with sequence UCAGGCUCAGUCCCCUCCCGAU. The protein sequence of the target gene is MAGGAREVLTLQLGHFAGFVGAHWWNQQDAALGRATDSKEPPGELCPDVLYRTGRTLHGQETYTPRLILMDLKGSLSSLKEEGGLYRDKQLDAAIAWQGKLTTHKEELYPKNPYLQDFLSAEGVLSSDGVWRVKSIPNGKGSSPLPTATTPKPLIPTEASIRVWSDFLRVHLHPRSICMIQKYNHDGEAGRLEAFGQGESVLKEPKYQEELEDRLHFYVEECDYLQGFQILCDLHDGFSGVGAKAAELLQDEYSGRGIITWGLLPGPYHRGEAQRNIYRLLNTAFGLVHLTAHSSLVCPL.... Result: 1 (interaction). (3) The miRNA is mmu-miR-301a-3p with sequence CAGUGCAAUAGUAUUGUCAAAGC. The protein sequence of the target gene is MSRRKPASGGLAASSSAPARQAVLSRFFQSTGSLKSTSSSTGAADQVDPGAAAAAAAAAAAAPPAPPAPAFPPQLPPHIATEIDRRKKRPLENDGPVKKKVKKVQQKEGGSDLGMSGNSEPKKCLRTRNVSKSLEKLKEFCCDSALPQSRVQTESLQERFAVLPKCTDFDDISLLHAKNAVSSEDSKRQINQKDTTLFDLSQFGSSNTSHENLQKTASKSANKRSKSIYTPLELQYIEMKQQHKDAVLCVECGYKYRFFGEDAEIAARELNIYCHLDHNFMTASIPTHRLFVHVRRLVAK.... Result: 0 (no interaction). (4) The miRNA is mmu-miR-345-5p with sequence GCUGACCCCUAGUCCAGUGCUU. The protein sequence of the target gene is MAAQLLEEDVVTCSICLGRYRDPVTLPCGHSFCGNCIQDSWRSCEKSCPECRQPFPEGAKLSRNVKMSTLLQALPVLPAPPAVTPRRDSATSHSARCLRHGRPLEFFCRTEGLCVCSACTVHDCSHHERALLDVERRVREDQLRARVLVTQQQVAQAETQLQELQEQRSRIESSACTLASVVSRRFSSLLQALEKQQASTLSDIEVAKKQALGQVLNEKQRLTDHLRALSQYDQSVQDLLAQADDCIFFQELQQLPEPTESLGPLTSPQWNEEQQLSNVNQLLSPLCELLLEEKSLPKVA.... Result: 1 (interaction). (5) The miRNA is hsa-miR-5006-5p with sequence UUGCCAGGGCAGGAGGUGGAA. The protein sequence of the target gene is MVSHGSSPSLLEALSSDFLACKICLEQLRAPKTLPCLHTYCQDCLAQLADGGRVRCPECRETVPVPPEGVASFKTNFFVNGLLDLVKARACGDLRAGKPACALCPLVGGTSTGGPATARCLDCADDLCQACADGHRCTRQTHTHRVVDLVGYRAGWYDEEARERQAAQCPQHPGEALRFLCQPCSQLLCRECRLDPHLDHPCLPLAEAVRARRPGLEGLLAGVDNNLVELEAARRVEKEALARLREQAARVGTQVEEAAEGVLRALLAQKQEVLGQLRAHVEAAEEAARERLAELEGREQ.... Result: 0 (no interaction). (6) The miRNA is hsa-miR-1343-5p with sequence UGGGGAGCGGCCCCCGGGUGGG. The protein sequence of the target gene is MAMQTVREGLFSAPQTSWWTAFGSQPLAPESLAGDSDSFAGVKVGSVGETGQRVDKQSNSATHLAFSLGDVKSPRLVPKPHGATFSMQSPCLELGFSQPPIYTKYPYGEQQYYGVVSAYGSQSRVMLPLNMETEDSTIYVNSKQYHGIIRRRQSRAKAAAVLDQKKLSSRCRKPYMHHSRHLHALRRPRGSGGRFLNTKSQNLENSGTNAKKGDGSMQIQSQPKPQQSNSQNSEVVHPENGTMNLSNGLNVSGSEVTSMNYFLSSPVHSLGGMVMPSKWIAAAAAMDNGCCNFKT. Result: 0 (no interaction).